Dataset: Full USPTO retrosynthesis dataset with 1.9M reactions from patents (1976-2016). Task: Predict the reactants needed to synthesize the given product. (1) Given the product [CH2:1]([C:8]1[C:13]([C:24]#[C:23][C:25]2([N:31]3[CH2:36][CH2:35][CH2:34][CH2:33][CH2:32]3)[CH2:30][CH2:29][CH2:28][CH2:27][CH2:26]2)=[CH:12][CH:11]=[C:10]([N:15]2[CH2:19][C@@H:18]([O:20][CH3:21])[C@H:17]([OH:22])[CH2:16]2)[N:9]=1)[C:2]1[CH:7]=[CH:6][CH:5]=[CH:4][CH:3]=1, predict the reactants needed to synthesize it. The reactants are: [CH2:1]([C:8]1[C:13](I)=[CH:12][CH:11]=[C:10]([N:15]2[CH2:19][C@@H:18]([O:20][CH3:21])[C@H:17]([OH:22])[CH2:16]2)[N:9]=1)[C:2]1[CH:7]=[CH:6][CH:5]=[CH:4][CH:3]=1.[C:23]([C:25]1([N:31]2[CH2:36][CH2:35][CH2:34][CH2:33][CH2:32]2)[CH2:30][CH2:29][CH2:28][CH2:27][CH2:26]1)#[CH:24]. (2) Given the product [OH:9][OH:10].[NH2:1][C@H:2]([C:6]([OH:8])=[O:7])[CH:3]([CH3:5])[CH3:4], predict the reactants needed to synthesize it. The reactants are: [NH2:1][C@H:2]([C:6]([OH:8])=[O:7])[CH:3]([CH3:5])[CH3:4].[OH:9][OH:10]. (3) Given the product [CH3:1][N:2]1[CH:6]=[C:5]([C:7]2[CH:12]=[CH:11][CH:10]=[CH:9][CH:8]=2)[N:4]=[C:3]1[CH:13]1[CH2:15][CH:14]1[C:16]([OH:18])=[O:17], predict the reactants needed to synthesize it. The reactants are: [CH3:1][N:2]1[CH:6]=[C:5]([C:7]2[CH:12]=[CH:11][CH:10]=[CH:9][CH:8]=2)[N:4]=[C:3]1[CH:13]1[CH2:15][CH:14]1[C:16]([O:18]CC)=[O:17].O.[OH-].[Li+].CO.Cl. (4) Given the product [CH2:44]([N:35]1[C:29]2[NH:30][CH:31]([CH3:34])[CH2:32][S:33][CH:27]([C:24]3[CH:25]=[CH:26][C:21]([C:51]#[C:50][C:48]([CH3:49])([OH:52])[CH3:47])=[CH:22][C:23]=3[CH3:46])[C:28]=2[C:37]([C:38]2[CH:43]=[CH:42][CH:41]=[CH:40][N:39]=2)=[N:36]1)[CH3:45], predict the reactants needed to synthesize it. The reactants are: C1C=CC(P(C2C=CC=CC=2)C2C=CC=CC=2)=CC=1.Br[C:21]1[CH:26]=[CH:25][C:24]([CH:27]2[S:33][CH2:32][CH:31]([CH3:34])[NH:30][C:29]3[N:35]([CH2:44][CH3:45])[N:36]=[C:37]([C:38]4[CH:43]=[CH:42][CH:41]=[CH:40][N:39]=4)[C:28]2=3)=[C:23]([CH3:46])[CH:22]=1.[CH3:47][C:48]([OH:52])([C:50]#[CH:51])[CH3:49]. (5) Given the product [Br:1][C:2]1[CH:3]=[N:4][C:5]2[N:6]([N:8]=[C:9]([C:11]([N:29]3[CH2:28][CH2:27][C:26]4[C:31](=[CH:32][CH:33]=[C:24]([C:19]5[C:20]([O:22][CH3:23])=[N:21][C:16]([O:15][CH3:14])=[N:17][CH:18]=5)[CH:25]=4)[CH:30]3[CH3:34])=[O:13])[CH:10]=2)[CH:7]=1, predict the reactants needed to synthesize it. The reactants are: [Br:1][C:2]1[CH:3]=[N:4][C:5]2[N:6]([N:8]=[C:9]([C:11]([OH:13])=O)[CH:10]=2)[CH:7]=1.[CH3:14][O:15][C:16]1[N:21]=[C:20]([O:22][CH3:23])[C:19]([C:24]2[CH:25]=[C:26]3[C:31](=[CH:32][CH:33]=2)[CH:30]([CH3:34])[NH:29][CH2:28][CH2:27]3)=[CH:18][N:17]=1. (6) Given the product [CH2:1]([N:4]1[CH2:13][CH2:12][C:11]2[C:6](=[CH:7][C:8]([Br:16])=[CH:9][CH:10]=2)[C:5]1=[O:15])[CH:2]=[CH2:3], predict the reactants needed to synthesize it. The reactants are: [CH2:1]([N:4]1[CH2:13][CH2:12][C:11]2[C:6](=[CH:7][CH:8]=[C:9](Br)[CH:10]=2)[C:5]1=[O:15])[CH:2]=[CH2:3].[Br:16]C1C=C2C(CCNC2=O)=CC=1. (7) Given the product [F:1][C:2]1[CH:3]=[C:4]([N:15]2[CH2:16][CH2:17][O:18][CH2:19][CH2:20]2)[CH:5]=[CH:6][C:7]=1[CH2:8][N:9]1[CH2:10][CH2:11][N:12]([C:38]([O:37][N:34]2[C:35](=[O:36])[CH2:30][CH2:31][C:32]2=[O:33])=[O:39])[CH2:13][CH2:14]1, predict the reactants needed to synthesize it. The reactants are: [F:1][C:2]1[CH:3]=[C:4]([N:15]2[CH2:20][CH2:19][O:18][CH2:17][CH2:16]2)[CH:5]=[CH:6][C:7]=1[CH2:8][N:9]1[CH2:14][CH2:13][NH:12][CH2:11][CH2:10]1.C(N(CC)C(C)C)(C)C.[CH2:30]1[C:35](=[O:36])[N:34]([O:37][C:38](ON2C(=O)CCC2=O)=[O:39])[C:32](=[O:33])[CH2:31]1. (8) The reactants are: [CH3:1][O:2][C:3]1[CH:4]=[C:5]2[C:10](=[CH:11][CH:12]=1)[CH:9]=[C:8]([C:13](=O)[CH2:14][CH2:15][C:16]([C:18]1[CH:23]=[CH:22][CH:21]=[CH:20][CH:19]=1)=O)[CH:7]=[CH:6]2.[NH2:25][C:26]1[CH:31]=[CH:30][CH:29]=[CH:28][CH:27]=1. Given the product [CH3:1][O:2][C:3]1[CH:4]=[C:5]2[C:10](=[CH:11][CH:12]=1)[CH:9]=[C:8]([C:13]1[N:25]([C:26]3[CH:31]=[CH:30][CH:29]=[CH:28][CH:27]=3)[C:16]([C:18]3[CH:23]=[CH:22][CH:21]=[CH:20][CH:19]=3)=[CH:15][CH:14]=1)[CH:7]=[CH:6]2, predict the reactants needed to synthesize it. (9) The reactants are: [CH3:1][N:2]([C:11]1[CH:16]=[CH:15][C:14]([N+:17]([O-])=O)=[CH:13][CH:12]=1)[C@@H:3]1[CH2:7][CH2:6][N:5]([C:8](=[O:10])[CH3:9])[CH2:4]1.[H][H]. Given the product [NH2:17][C:14]1[CH:13]=[CH:12][C:11]([N:2]([CH3:1])[C@@H:3]2[CH2:7][CH2:6][N:5]([C:8](=[O:10])[CH3:9])[CH2:4]2)=[CH:16][CH:15]=1, predict the reactants needed to synthesize it.